This data is from Full USPTO retrosynthesis dataset with 1.9M reactions from patents (1976-2016). The task is: Predict the reactants needed to synthesize the given product. (1) Given the product [CH:10]1([O:1][C:2]2[CH:9]=[CH:8][C:5]([CH:6]=[O:7])=[CH:4][CH:3]=2)[CH2:15][CH2:14][CH2:13][CH2:12][CH2:11]1, predict the reactants needed to synthesize it. The reactants are: [OH:1][C:2]1[CH:9]=[CH:8][C:5]([CH:6]=[O:7])=[CH:4][CH:3]=1.[CH:10]1(Br)[CH2:15][CH2:14][CH2:13][CH2:12][CH2:11]1.C([O-])([O-])=O.[K+].[K+]. (2) The reactants are: [K+].[Br-].[CH3:3][C:4]1[S:8][CH:7]=[C:6](/[CH:9]=[C:10](/[C@H:12]2[O:29][C:27](=[O:28])[CH2:26][C@H:25]([OH:30])[C:24]([CH3:32])([CH3:31])[C:22](=[O:23])[C@H:21]([CH3:33])[C@@H:20]([OH:34])[CH2:19][CH2:18][CH2:17][CH2:16][CH:15]=[CH:14][CH2:13]2)\C)[N:5]=1.[CH3:35]C1OC=C(/C=C(/[C@H]2OC(=O)C[C@H](O)C(C)(C)C(=O)[C@H](C)[C@@H](O)[C@@H](C)CCC[C@H]3O[C@H]3C2)\C)N=1.CC1SC=C(/C=C(/[C@H]2OC(=O)C[C@H](O)[C@H](C)C(=O)[C@H](C)[C@@H](O)[C@@H](C)CCCC=CC2)\C)N=1.[CH3:101][OH:102]. Given the product [CH3:3][C:4]1[S:8][CH:7]=[C:6](/[CH:9]=[C:10](/[C@H:12]2[O:29][C:27](=[O:28])[CH2:26][C@H:25]([OH:30])[C:24]([CH3:32])([CH3:31])[C:22](=[O:23])[C@H:21]([CH3:33])[C@@H:20]([OH:34])[C@@H:19]([CH3:35])[CH2:18][CH2:17][CH2:16][CH:15]=[CH:14][CH2:13]2)\[CH2:101][OH:102])[N:5]=1, predict the reactants needed to synthesize it. (3) Given the product [Br:1][C:2]1[CH:7]=[CH:6][C:5]([N:8]2[CH2:9][CH2:10][CH:11]([NH2:14])[CH2:12][CH2:13]2)=[CH:4][CH:3]=1, predict the reactants needed to synthesize it. The reactants are: [Br:1][C:2]1[CH:7]=[CH:6][C:5]([N:8]2[CH2:13][CH2:12][CH:11]([NH:14]C(=O)OC(C)(C)C)[CH2:10][CH2:9]2)=[CH:4][CH:3]=1.FC(F)(F)C(O)=O. (4) Given the product [CH2:1]([O:3][C:4]([C:6]1[CH:11]=[C:10]([C:18]2[CH:19]=[N:14][CH:15]=[N:16][CH:17]=2)[CH:9]=[C:8]([CH3:13])[N:7]=1)=[O:5])[CH3:2], predict the reactants needed to synthesize it. The reactants are: [CH2:1]([O:3][C:4]([C:6]1[CH:11]=[C:10](Br)[CH:9]=[C:8]([CH3:13])[N:7]=1)=[O:5])[CH3:2].[N:14]1[CH:19]=[C:18](B(O)O)[CH:17]=[N:16][CH:15]=1. (5) Given the product [Br:18][C:19]1[CH:20]=[C:21]([CH:26]=[CH:27][C:28]=1[CH2:29][NH:1][C@@H:2]([C:5]1[CH:10]=[CH:9][CH:8]=[C:7]([Cl:11])[CH:6]=1)[CH2:3][OH:4])[C:22]([O:24][CH3:25])=[O:23], predict the reactants needed to synthesize it. The reactants are: [NH2:1][C@@H:2]([C:5]1[CH:10]=[CH:9][CH:8]=[C:7]([Cl:11])[CH:6]=1)[CH2:3][OH:4].C([O-])([O-])=O.[K+].[K+].[Br:18][C:19]1[CH:20]=[C:21]([CH:26]=[CH:27][C:28]=1[CH2:29]Br)[C:22]([O:24][CH3:25])=[O:23]. (6) The reactants are: [CH3:1][N:2]1[CH2:7][CH2:6][N:5]([C:8]2[CH:13]=[CH:12][C:11]([NH:14][C:15]3[N:20]=[C:19]([NH:21][C:22]4[CH:23]=[C:24]([CH2:28][C:29]#[N:30])[CH:25]=[CH:26][CH:27]=4)[CH:18]=[CH:17][N:16]=3)=[CH:10][C:9]=2[C:31]([F:34])([F:33])[F:32])[CH2:4][CH2:3]1.[C:35]1([S:41]([OH:44])(=[O:43])=[O:42])[CH:40]=[CH:39][CH:38]=[CH:37][CH:36]=1. Given the product [C:35]1([S:41]([OH:44])(=[O:43])=[O:42])[CH:40]=[CH:39][CH:38]=[CH:37][CH:36]=1.[CH3:1][N:2]1[CH2:7][CH2:6][N:5]([C:8]2[CH:13]=[CH:12][C:11]([NH:14][C:15]3[N:20]=[C:19]([NH:21][C:22]4[CH:23]=[C:24]([CH2:28][C:29]#[N:30])[CH:25]=[CH:26][CH:27]=4)[CH:18]=[CH:17][N:16]=3)=[CH:10][C:9]=2[C:31]([F:33])([F:34])[F:32])[CH2:4][CH2:3]1, predict the reactants needed to synthesize it. (7) Given the product [CH3:42][O:43][C:44]([C:46]1[O:50][N:49]=[C:48]([O:51][CH2:23][C:14]23[CH2:13][O:12][CH:11]([N:6]4[CH:5]=[N:4][C:3]5[C:7]4=[N:8][CH:9]=[N:10][C:2]=5[Cl:1])[CH:15]2[O:16][C:17]([CH3:20])([CH3:19])[O:18]3)[CH:47]=1)=[O:45], predict the reactants needed to synthesize it. The reactants are: [Cl:1][C:2]1[N:10]=[CH:9][N:8]=[C:7]2[C:3]=1[N:4]=[CH:5][N:6]2[CH:11]1[CH:15]2[O:16][C:17]([CH3:20])([CH3:19])[O:18][CH:14]2[CH:13](CO)[O:12]1.[C:23]1(P(C2C=CC=CC=2)C2C=CC=CC=2)C=CC=CC=1.[CH3:42][O:43][C:44]([C:46]1[O:50][N:49]=[C:48]([OH:51])[CH:47]=1)=[O:45].CCOC(/N=N/C(OCC)=O)=O. (8) Given the product [CH2:12]([NH:19][CH2:2][CH:3]([C:5]1[CH:10]=[CH:9][C:8]([Br:11])=[CH:7][CH:6]=1)[OH:4])[C:13]1[CH:18]=[CH:17][CH:16]=[CH:15][CH:14]=1, predict the reactants needed to synthesize it. The reactants are: Br[CH2:2][C:3]([C:5]1[CH:10]=[CH:9][C:8]([Br:11])=[CH:7][CH:6]=1)=[O:4].[CH2:12]([NH2:19])[C:13]1[CH:18]=[CH:17][CH:16]=[CH:15][CH:14]=1.[BH4-].[Na+].